This data is from Peptide-MHC class I binding affinity with 185,985 pairs from IEDB/IMGT. The task is: Regression. Given a peptide amino acid sequence and an MHC pseudo amino acid sequence, predict their binding affinity value. This is MHC class I binding data. (1) The peptide sequence is STPELANL. The MHC is Mamu-A01 with pseudo-sequence Mamu-A01. The binding affinity (normalized) is 0.479. (2) The MHC is HLA-B39:01 with pseudo-sequence HLA-B39:01. The peptide sequence is FHDSNVKNL. The binding affinity (normalized) is 0.526. (3) The peptide sequence is TSTLQEQIGW. The MHC is HLA-B40:01 with pseudo-sequence HLA-B40:01. The binding affinity (normalized) is 0.